This data is from Reaction yield outcomes from USPTO patents with 853,638 reactions. The task is: Predict the reaction yield, written as a fraction of the theoretical maximum amount of product (1.0 means a 100% yield; for example, 0.34 means a 34% yield). (1) The reactants are C1(C([N:14]2[C:22]3[C:17](=[CH:18][C:19]([CH3:23])=[CH:20][CH:21]=3)[C:16]3([C:27]4=[CH:28][C:29]5[O:33][CH2:32][O:31][C:30]=5[CH:34]=[C:26]4[O:25][CH2:24]3)[C:15]2=[O:35])C2C=CC=CC=2)C=CC=CC=1. The catalyst is [OH-].[Pd+2].[OH-].C(O)(=O)C. The product is [CH3:23][C:19]1[CH:18]=[C:17]2[C:22](=[CH:21][CH:20]=1)[NH:14][C:15](=[O:35])[C:16]12[C:27]2=[CH:28][C:29]3[O:33][CH2:32][O:31][C:30]=3[CH:34]=[C:26]2[O:25][CH2:24]1. The yield is 0.430. (2) The reactants are [H-].[Na+].[C:3]([O:7][C:8](=[O:26])[CH2:9][CH:10]([OH:25])[CH2:11][CH2:12][C:13]1[CH:18]=[CH:17][C:16]([C:19]2[CH:24]=[CH:23][CH:22]=[CH:21][CH:20]=2)=[CH:15][CH:14]=1)([CH3:6])([CH3:5])[CH3:4].[CH3:27]I. The catalyst is CN(C)C=O. The product is [C:3]([O:7][C:8](=[O:26])[CH2:9][CH:10]([O:25][CH3:27])[CH2:11][CH2:12][C:13]1[CH:14]=[CH:15][C:16]([C:19]2[CH:24]=[CH:23][CH:22]=[CH:21][CH:20]=2)=[CH:17][CH:18]=1)([CH3:6])([CH3:4])[CH3:5]. The yield is 0.350. (3) The reactants are [N:1]1[C:10]2[C:5](=[CH:6][CH:7]=[CH:8][CH:9]=2)[CH:4]=[CH:3][C:2]=1[NH:11][CH:12]1[CH2:17][CH2:16][CH:15]([NH2:18])[CH2:14][CH2:13]1.[CH:19]([C:21]12[CH2:35][CH:28]([C:29]3[CH:30]=[CH:31][CH:32]=[CH:33][C:34]=31)[C:27]1[C:22]2=[CH:23][CH:24]=[CH:25][CH:26]=1)=O. No catalyst specified. The product is [CH:23]1[C:22]2[C:21]3([CH2:19][NH:18][CH:15]4[CH2:14][CH2:13][CH:12]([NH:11][C:2]5[CH:3]=[CH:4][C:5]6[C:10](=[CH:9][CH:8]=[CH:7][CH:6]=6)[N:1]=5)[CH2:17][CH2:16]4)[CH2:35][CH:28]([C:29]4[C:34]3=[CH:33][CH:32]=[CH:31][CH:30]=4)[C:27]=2[CH:26]=[CH:25][CH:24]=1. The yield is 0.250. (4) The reactants are [Cl:1][C:2]1[C:3]([CH3:18])=[C:4]([NH:10][C@H:11]([C@@H:15]([OH:17])[CH3:16])[C:12]([OH:14])=O)[CH:5]=[CH:6][C:7]=1[C:8]#[N:9].[Cl:19][C:20]1[CH:21]=[C:22]([CH:27]=[CH:28][C:29]=1[OH:30])[C:23]([NH:25][NH2:26])=[O:24]. No catalyst specified. The product is [Cl:1][C:2]1[C:3]([CH3:18])=[C:4]([NH:10][C@H:11]([C@@H:15]([OH:17])[CH3:16])[C:12]([NH:26][NH:25][C:23](=[O:24])[C:22]2[CH:27]=[CH:28][C:29]([OH:30])=[C:20]([Cl:19])[CH:21]=2)=[O:14])[CH:5]=[CH:6][C:7]=1[C:8]#[N:9]. The yield is 0.820. (5) The reactants are [F:1][C:2]1[CH:25]=[CH:24][C:5]([O:6][C:7]([NH:9][CH2:10][C:11]2([C:18](OCC=C)=O)[CH2:16][CH2:15][CH2:14][CH2:13][C:12]2=[O:17])=[O:8])=[CH:4][CH:3]=1.[CH3:26][CH2:27]OC(C)=O. No catalyst specified. The product is [CH2:18]([C@:11]1([CH2:10][NH:9][C:7](=[O:8])[O:6][C:5]2[CH:4]=[CH:3][C:2]([F:1])=[CH:25][CH:24]=2)[CH2:16][CH2:15][CH2:14][CH2:13][C:12]1=[O:17])[CH:26]=[CH2:27]. The yield is 0.840. (6) The reactants are Br[C:2]1[CH:7]=[CH:6][C:5]([C@H:8]([NH:14][C:15]([O:17][C:18]([CH3:21])([CH3:20])[CH3:19])=[O:16])[CH2:9][C:10]([O:12][CH3:13])=[O:11])=[CH:4][CH:3]=1.[CH3:22][C:23]1([CH3:39])[C:27]([CH3:29])([CH3:28])[O:26][B:25]([B:25]2[O:26][C:27]([CH3:29])([CH3:28])[C:23]([CH3:39])([CH3:22])[O:24]2)[O:24]1.CC([O-])=O.[K+].ClCCl. No catalyst specified. The product is [C:18]([O:17][C:15]([NH:14][C@@H:8]([C:5]1[CH:6]=[CH:7][C:2]([B:25]2[O:26][C:27]([CH3:29])([CH3:28])[C:23]([CH3:39])([CH3:22])[O:24]2)=[CH:3][CH:4]=1)[CH2:9][C:10]([O:12][CH3:13])=[O:11])=[O:16])([CH3:21])([CH3:20])[CH3:19]. The yield is 0.890. (7) The reactants are [CH3:1][O:2][CH:3]1[CH2:6][N:5]([C:7]2[CH:8]=[C:9]3[N:18]([CH3:19])[CH:17]=[CH:16][C:10]3=[N:11][C:12]=2[C@@H:13]([NH2:15])[CH3:14])[CH2:4]1.[NH2:20][C:21]1[N:26]=[C:25]([NH2:27])[C:24]([C:28]#[N:29])=[C:23](Cl)[N:22]=1.C(N(C(C)C)C(C)C)C. The catalyst is C(#N)C. The product is [NH2:20][C:21]1[N:26]=[C:25]([NH2:27])[C:24]([C:28]#[N:29])=[C:23]([NH:15][C@H:13]([C:12]2[N:11]=[C:10]3[CH:16]=[CH:17][N:18]([CH3:19])[C:9]3=[CH:8][C:7]=2[N:5]2[CH2:6][CH:3]([O:2][CH3:1])[CH2:4]2)[CH3:14])[N:22]=1. The yield is 0.150. (8) The reactants are C([O:3][C:4]([CH:6]1[CH2:11][CH2:10][N:9]([C:12]2[CH:17]=[CH:16][C:15]([C:18](=[O:20])[CH3:19])=[CH:14][N:13]=2)[CH2:8][CH2:7]1)=[O:5])C.O[Li].O. The catalyst is C1COCC1.O.CO. The product is [C:18]([C:15]1[CH:16]=[CH:17][C:12]([N:9]2[CH2:8][CH2:7][CH:6]([C:4]([OH:5])=[O:3])[CH2:11][CH2:10]2)=[N:13][CH:14]=1)(=[O:20])[CH3:19]. The yield is 0.920.